From a dataset of Peptide-MHC class I binding affinity with 185,985 pairs from IEDB/IMGT. Regression. Given a peptide amino acid sequence and an MHC pseudo amino acid sequence, predict their binding affinity value. This is MHC class I binding data. (1) The peptide sequence is QPKKAAAAL. The MHC is HLA-B15:09 with pseudo-sequence HLA-B15:09. The binding affinity (normalized) is 0.0847. (2) The peptide sequence is ALTLNTMTK. The MHC is HLA-B44:02 with pseudo-sequence HLA-B44:02. The binding affinity (normalized) is 0.0847. (3) The peptide sequence is RECGARVIL. The MHC is HLA-A26:01 with pseudo-sequence HLA-A26:01. The binding affinity (normalized) is 0.0847. (4) The peptide sequence is QRASNVFDL. The MHC is HLA-B39:01 with pseudo-sequence HLA-B39:01. The binding affinity (normalized) is 0.898. (5) The peptide sequence is RSCTLPPLRY. The MHC is Mamu-A02 with pseudo-sequence Mamu-A02. The binding affinity (normalized) is 0.901.